From a dataset of Forward reaction prediction with 1.9M reactions from USPTO patents (1976-2016). Predict the product of the given reaction. Given the reactants [C:1]1([CH2:7][N:8]([CH2:29][C:30]2[CH:35]=[CH:34][CH:33]=[CH:32][CH:31]=2)[CH2:9][C@@H:10]([C:12]2[CH:13]=[CH:14][C:15]([O:21]CC3C=CC=CC=3)=[C:16]([NH:18][CH:19]=[O:20])[CH:17]=2)[OH:11])[CH:6]=[CH:5][CH:4]=[CH:3][CH:2]=1.[H][H], predict the reaction product. The product is: [C:1]1([CH2:7][N:8]([CH2:29][C:30]2[CH:35]=[CH:34][CH:33]=[CH:32][CH:31]=2)[CH2:9][C@@H:10]([C:12]2[CH:13]=[CH:14][C:15]([OH:21])=[C:16]([NH:18][CH:19]=[O:20])[CH:17]=2)[OH:11])[CH:2]=[CH:3][CH:4]=[CH:5][CH:6]=1.